From a dataset of Full USPTO retrosynthesis dataset with 1.9M reactions from patents (1976-2016). Predict the reactants needed to synthesize the given product. (1) Given the product [C:1](=[O:4])([S:24][C:18]1[CH:23]=[CH:22][CH:21]=[CH:20][CH:19]=1)[C:2]#[CH:3], predict the reactants needed to synthesize it. The reactants are: [C:1](OC1C=CC(C2C=CC=CC=2)=CC=1)(=[O:4])[C:2]#[CH:3].[C:18]1([SH:24])[CH:23]=[CH:22][CH:21]=[CH:20][CH:19]=1.C(O)(=O)C#C.C1CCC(N=C=NC2CCCCC2)CC1. (2) Given the product [C:1]([N:4]1[CH2:7][CH2:6][CH:5]1[C:8]1[CH:13]=[CH:12][C:11]([C:14]2[CH:15]=[C:16]3[C:20](=[CH:21][C:22]=2[Cl:23])[NH:19][CH:18]=[C:17]3[C:24]([OH:26])=[O:25])=[CH:10][CH:9]=1)(=[O:3])[CH3:2], predict the reactants needed to synthesize it. The reactants are: [C:1]([N:4]1[CH2:7][CH2:6][CH:5]1[C:8]1[CH:13]=[CH:12][C:11]([C:14]2[CH:15]=[C:16]3[C:20](=[CH:21][C:22]=2[Cl:23])[NH:19][CH:18]=[C:17]3[C:24]([O:26]C)=[O:25])=[CH:10][CH:9]=1)(=[O:3])[CH3:2].[OH-].[Na+].